The task is: Predict the product of the given reaction.. This data is from Forward reaction prediction with 1.9M reactions from USPTO patents (1976-2016). (1) Given the reactants [Br-].[C:2]([CH2:4][CH2:5][CH2:6][P+](C1C=CC=CC=1)(C1C=CC=CC=1)C1C=CC=CC=1)#[N:3].[CH2:26]([N:33]1[CH2:38][CH2:37][CH2:36][C:35](=O)[CH2:34]1)[C:27]1[CH:32]=[CH:31][CH:30]=[CH:29][CH:28]=1, predict the reaction product. The product is: [CH2:26]([N:33]1[CH2:38][CH2:37][CH2:36][C:35](=[CH:6][CH2:5][CH2:4][C:2]#[N:3])[CH2:34]1)[C:27]1[CH:32]=[CH:31][CH:30]=[CH:29][CH:28]=1. (2) Given the reactants Br.[NH2:2][C:3]1[C:4]([OH:18])=[C:5]([C:10]2[S:14][C:13]([C:15]([OH:17])=[O:16])=[CH:12][CH:11]=2)[CH:6]=[C:7]([CH3:9])[CH:8]=1.[N:19]([O-])=O.[Na+].[CH3:23][C:24]1[CH2:25][C:26](=[O:39])[N:27]([C:29]2[CH:38]=[CH:37][C:36]3[CH2:35][CH2:34][CH2:33][CH2:32][C:31]=3[CH:30]=2)[N:28]=1.C(=O)(O)[O-].[Na+], predict the reaction product. The product is: [OH:18][C:4]1[C:3]([NH:2][N:19]=[C:25]2[C:26](=[O:39])[N:27]([C:29]3[CH:38]=[CH:37][C:36]4[CH2:35][CH2:34][CH2:33][CH2:32][C:31]=4[CH:30]=3)[N:28]=[C:24]2[CH3:23])=[CH:8][C:7]([CH3:9])=[CH:6][C:5]=1[C:10]1[S:14][C:13]([C:15]([OH:17])=[O:16])=[CH:12][CH:11]=1.